Dataset: Reaction yield outcomes from USPTO patents with 853,638 reactions. Task: Predict the reaction yield, written as a fraction of the theoretical maximum amount of product (1.0 means a 100% yield; for example, 0.34 means a 34% yield). The reactants are [Br:1][C:2]1[CH:3]=[C:4]([NH:13][CH:14]2[CH2:19][CH2:18][O:17][CH2:16][CH2:15]2)[C:5]([CH3:12])=[C:6]([CH:11]=1)[C:7]([O:9][CH3:10])=[O:8].C=O.[C:22](O)(=O)C.C(O[BH-](OC(=O)C)OC(=O)C)(=O)C.[Na+]. The catalyst is ClCCCl. The product is [Br:1][C:2]1[CH:3]=[C:4]([N:13]([CH3:22])[CH:14]2[CH2:19][CH2:18][O:17][CH2:16][CH2:15]2)[C:5]([CH3:12])=[C:6]([CH:11]=1)[C:7]([O:9][CH3:10])=[O:8]. The yield is 0.520.